Dataset: Reaction yield outcomes from USPTO patents with 853,638 reactions. Task: Predict the reaction yield, written as a fraction of the theoretical maximum amount of product (1.0 means a 100% yield; for example, 0.34 means a 34% yield). The reactants are CC([S@]([NH:7][C@@H:8]([C:18]1[CH:23]=[CH:22][CH:21]=[CH:20][CH:19]=1)[C:9]([CH3:17])([C:11]1[CH:16]=[CH:15][CH:14]=[CH:13][N:12]=1)[CH3:10])=O)(C)C.Cl.O1CCOCC1.CO.[OH-].[Na+]. The catalyst is ClCCl.O. The product is [CH3:17][C:9]([C:11]1[CH:16]=[CH:15][CH:14]=[CH:13][N:12]=1)([CH3:10])[C@H:8]([C:18]1[CH:23]=[CH:22][CH:21]=[CH:20][CH:19]=1)[NH2:7]. The yield is 1.07.